Dataset: Experimentally validated miRNA-target interactions with 360,000+ pairs, plus equal number of negative samples. Task: Binary Classification. Given a miRNA mature sequence and a target amino acid sequence, predict their likelihood of interaction. (1) The miRNA is hsa-miR-4455 with sequence AGGGUGUGUGUGUUUUU. The protein sequence of the target gene is MGNTIRALVAFIPADRCQNYVVRDLREMPLDKMVDLSGSQLRRFPLHVCSFRELVKLYLSDNHLNSLPPELGQLQNLQILALDFNNFKALPQVVCTLKQLCILYLGNNKLCDLPSELSLLQNLRTLWIEANCLTQLPDVVCELSLLKTLHAGSNALRLLPGQLRRLQELRTIWLSGNRLTDFPTVLLHMPFLEVIDVDWNSIRYFPSLAHLSSLKLVIYDHNPCRNAPKVAKGVRRVGRWAEETPEPDPRKARRYALVREESQELQAPVPLLPPTNS. Result: 1 (interaction). (2) The miRNA is mmu-miR-448-5p with sequence GAACAUCCUGCAUAGUGCUGCC. The protein sequence of the target gene is MASANTRRVGDGAGGAFQPYLDSLRQELQQRDPTLLSVAVALLAVLLTLVFWKFIWSRKSSQRAVLFVGLCDSGKTLLFVRLLTGQYRDTQTSITDSSAIYKVNNNRGNSLTLIDLPGHESLRFQLLDRFKSSARAVVFVVDSAAFQREVKDVAEFLYQVLIDSMALKNSPSLLIACNKQDIAMAKSAKLIQQQLEKELNTLRVTRSAAPSTLDSSSTAPAQLGKKGKEFEFSQLPLKVEFLECSAKGGRGDTGSADIQDLEKWLAKIA. Result: 0 (no interaction).